Task: Regression. Given two drug SMILES strings and cell line genomic features, predict the synergy score measuring deviation from expected non-interaction effect.. Dataset: NCI-60 drug combinations with 297,098 pairs across 59 cell lines (1) Drug 1: CCC1(C2=C(COC1=O)C(=O)N3CC4=CC5=C(C=CC(=C5CN(C)C)O)N=C4C3=C2)O.Cl. Drug 2: COCCOC1=C(C=C2C(=C1)C(=NC=N2)NC3=CC=CC(=C3)C#C)OCCOC.Cl. Cell line: TK-10. Synergy scores: CSS=35.9, Synergy_ZIP=-3.41, Synergy_Bliss=-1.05, Synergy_Loewe=5.03, Synergy_HSA=6.18. (2) Drug 1: COC1=C(C=C2C(=C1)N=CN=C2NC3=CC(=C(C=C3)F)Cl)OCCCN4CCOCC4. Drug 2: C1C(C(OC1N2C=NC(=NC2=O)N)CO)O. Cell line: OVCAR3. Synergy scores: CSS=34.2, Synergy_ZIP=-10.8, Synergy_Bliss=-5.04, Synergy_Loewe=2.20, Synergy_HSA=3.07. (3) Drug 1: CCCCCOC(=O)NC1=NC(=O)N(C=C1F)C2C(C(C(O2)C)O)O. Drug 2: CC1=C(C(=O)C2=C(C1=O)N3CC4C(C3(C2COC(=O)N)OC)N4)N. Cell line: OVCAR-8. Synergy scores: CSS=17.0, Synergy_ZIP=-4.99, Synergy_Bliss=0.281, Synergy_Loewe=-32.7, Synergy_HSA=-5.97. (4) Drug 1: C1=NC2=C(N=C(N=C2N1C3C(C(C(O3)CO)O)F)Cl)N. Drug 2: CCN(CC)CCCC(C)NC1=C2C=C(C=CC2=NC3=C1C=CC(=C3)Cl)OC. Cell line: K-562. Synergy scores: CSS=23.3, Synergy_ZIP=1.29, Synergy_Bliss=1.38, Synergy_Loewe=-5.34, Synergy_HSA=-2.55. (5) Drug 1: C1=NNC2=C1C(=O)NC=N2. Cell line: SW-620. Synergy scores: CSS=2.75, Synergy_ZIP=-1.45, Synergy_Bliss=-3.11, Synergy_Loewe=-0.796, Synergy_HSA=-3.93. Drug 2: C(CN)CNCCSP(=O)(O)O. (6) Drug 1: CC1=C(C=C(C=C1)C(=O)NC2=CC(=CC(=C2)C(F)(F)F)N3C=C(N=C3)C)NC4=NC=CC(=N4)C5=CN=CC=C5. Synergy scores: CSS=7.01, Synergy_ZIP=-1.91, Synergy_Bliss=1.01, Synergy_Loewe=1.90, Synergy_HSA=0.557. Drug 2: CCC1(CC2CC(C3=C(CCN(C2)C1)C4=CC=CC=C4N3)(C5=C(C=C6C(=C5)C78CCN9C7C(C=CC9)(C(C(C8N6C)(C(=O)OC)O)OC(=O)C)CC)OC)C(=O)OC)O.OS(=O)(=O)O. Cell line: M14. (7) Drug 1: CC1=C(C=C(C=C1)NC2=NC=CC(=N2)N(C)C3=CC4=NN(C(=C4C=C3)C)C)S(=O)(=O)N.Cl. Drug 2: C1=CC=C(C=C1)NC(=O)CCCCCCC(=O)NO. Cell line: SF-539. Synergy scores: CSS=11.0, Synergy_ZIP=-9.22, Synergy_Bliss=-9.93, Synergy_Loewe=-16.5, Synergy_HSA=-5.74.